From a dataset of Human Reference Interactome with 51,813 positive PPI pairs across 8,248 proteins, plus equal number of experimentally-validated negative pairs. Binary Classification. Given two protein amino acid sequences, predict whether they physically interact or not. Protein 1 (ENSG00000065054) has sequence MAAPEPLRPRLCRLVRGEQGYGFHLHGEKGRRGQFIRRVEPGSPAEAAALRAGDRLVEVNGVNVEGETHHQVVQRIKAVEGQTRLLVVDQETDEELRRRQLTCTEEMAQRGLPPAHDPWEPKPDWAHTGSHSSEAGKKDVSGPLRELRPRLCHLRKGPQGYGFNLHSDKSRPGQYIRSVDPGSPAARSGLRAQDRLIEVNGQNVEGLRHAEVVASIKAREDEARLLVVDPETDEHFKRLRVTPTEEHVEGPLPSPVTNGTSPAQLNGGSACSSRSDLPGSDKDTEDGSAWKQDPFQESGL.... Protein 2 (ENSG00000128656) has sequence MPSKESWSGRKTNRAAVHKSKQEGRQQDLLIAALGMKLGSPKSSVTIWQPLKLFAYSQLTSLVRRATLKENEQIPKYEKIHNFKVHTFRGPHWCEYCANFMWGLIAQGVKCADCGLNVHKQCSKMVPNDCKPDLKHVKKVYSCDLTTLVKAHTTKRPMVVDMCIREIESRGLNSEGLYRVSGFSDLIEDVKMAFDRDGEKADISVNMYEDINIITGALKLYFRDLPIPLITYDAYPKFIESAKIMDPDEQLETLHEALKLLPPAHCETLRYLMAHLKRVTLHEKENLMNAENLGIVFGPT.... Result: 0 (the proteins do not interact).